This data is from Reaction yield outcomes from USPTO patents with 853,638 reactions. The task is: Predict the reaction yield, written as a fraction of the theoretical maximum amount of product (1.0 means a 100% yield; for example, 0.34 means a 34% yield). (1) The reactants are [NH2:1][C:2]1[CH:7]=[CH:6][C:5]([NH:8][C:9](=[O:14])[C:10]([F:13])([F:12])[F:11])=[C:4]([Cl:15])[CH:3]=1.[Cl:16][C:17]1[S:21][C:20]([CH:22]=O)=[CH:19][CH:18]=1.C([BH3-])#N.[Na+]. The catalyst is C(O)C.CO.C(O)(=O)C. The product is [Cl:15][C:4]1[CH:3]=[C:2]([NH:1][CH2:22][C:20]2[S:21][C:17]([Cl:16])=[CH:18][CH:19]=2)[CH:7]=[CH:6][C:5]=1[NH:8][C:9](=[O:14])[C:10]([F:11])([F:12])[F:13]. The yield is 0.990. (2) The reactants are [F:1][C:2]1[CH:3]=[C:4]([C:12]2[C:20]3[CH2:19][CH2:18][CH:17]([NH2:21])[C:16]=3[CH:15]=[N:14][CH:13]=2)[CH:5]=[CH:6][C:7]=1[C:8]([F:11])([F:10])[F:9].C(N(CC)C(C)C)(C)C.[CH:31]1([S:34](Cl)(=[O:36])=[O:35])[CH2:33][CH2:32]1. The catalyst is CN(C=O)C. The product is [F:1][C:2]1[CH:3]=[C:4]([C:12]2[C:20]3[CH2:19][CH2:18][CH:17]([NH:21][S:34]([CH:31]4[CH2:33][CH2:32]4)(=[O:36])=[O:35])[C:16]=3[CH:15]=[N:14][CH:13]=2)[CH:5]=[CH:6][C:7]=1[C:8]([F:9])([F:11])[F:10]. The yield is 0.0300. (3) The reactants are [NH2:1][C:2]1[N:3]=[CH:4][C:5]2[CH2:11][N:10]([C:12]3[CH:13]=[C:14]([CH:18]=[CH:19][CH:20]=3)[C:15](O)=[O:16])[CH2:9][CH2:8][C:6]=2[N:7]=1.C(N1C=CN=C1)(N1C=CN=C1)=O.[F:33][C:34]1[CH:40]=[CH:39][C:37]([NH2:38])=[CH:36][C:35]=1[C:41]([F:44])([F:43])[F:42].O. The catalyst is CS(C)=O.[Cl-].[Na+].O. The product is [NH2:1][C:2]1[N:3]=[CH:4][C:5]2[CH2:11][N:10]([C:12]3[CH:13]=[C:14]([CH:18]=[CH:19][CH:20]=3)[C:15]([NH:38][C:37]3[CH:39]=[CH:40][C:34]([F:33])=[C:35]([C:41]([F:44])([F:42])[F:43])[CH:36]=3)=[O:16])[CH2:9][CH2:8][C:6]=2[N:7]=1. The yield is 0.0900. (4) The reactants are [F:1][C:2]1[CH:8]=[C:7]([C:9]2[N:10]=[C:11]([N:19]3[CH2:24][CH2:23][O:22][CH2:21][C@@H:20]3[CH3:25])[C:12]3[CH2:17][N:16]([CH3:18])[CH2:15][C:13]=3[N:14]=2)[CH:6]=[CH:5][C:3]=1[NH2:4].[CH2:26]([N:28]=[C:29]=[O:30])[CH3:27]. The catalyst is C1COCC1. The product is [CH2:26]([NH:28][C:29]([NH:4][C:3]1[CH:5]=[CH:6][C:7]([C:9]2[N:10]=[C:11]([N:19]3[CH2:24][CH2:23][O:22][CH2:21][C@@H:20]3[CH3:25])[C:12]3[CH2:17][N:16]([CH3:18])[CH2:15][C:13]=3[N:14]=2)=[CH:8][C:2]=1[F:1])=[O:30])[CH3:27]. The yield is 0.137. (5) The reactants are [C:1]([NH:4][CH:5]1[CH2:10][CH2:9][NH:8][CH2:7][CH2:6]1)(=[O:3])[CH3:2].F[C:12]1[CH:19]=[CH:18][C:15]([CH:16]=[O:17])=[CH:14][CH:13]=1.C([O-])([O-])=O.[K+].[K+]. The catalyst is CN(C=O)C.O. The product is [CH:16]([C:15]1[CH:18]=[CH:19][C:12]([N:8]2[CH2:9][CH2:10][CH:5]([NH:4][C:1](=[O:3])[CH3:2])[CH2:6][CH2:7]2)=[CH:13][CH:14]=1)=[O:17]. The yield is 0.920. (6) The reactants are ClC1C=C(N2C=[C:11]([CH2:13][CH2:14][C:15]3[N:19]([CH3:20])[C:18]([C:21]4[S:22][CH:23]=[CH:24][CH:25]=4)=[N:17][N:16]=3)[O:10][NH:9]2)C=CC=1.C(OC(=NNC(=O)CCC1ON=[C:42]([C:45]2[CH:50]=[CH:49][CH:48]=[C:47]([Cl:51])[CH:46]=2)[N:41]=1)C1SC=CC=1)C.CN. The catalyst is C(O)C. The product is [Cl:51][C:47]1[CH:46]=[C:45]([C:42]2[N:41]=[C:11]([CH2:13][CH2:14][C:15]3[N:19]([CH3:20])[C:18]([C:21]4[S:22][CH:23]=[CH:24][CH:25]=4)=[N:17][N:16]=3)[O:10][N:9]=2)[CH:50]=[CH:49][CH:48]=1. The yield is 0.725. (7) The reactants are N#N.[CH3:3][O:4][CH2:5][CH2:6][O:7][CH2:8][CH2:9][O:10][CH2:11][CH2:12][O:13][CH2:14][CH2:15][O:16][CH2:17][CH2:18][O:19][CH2:20][CH2:21][O:22][CH2:23][CH2:24][O:25][C:26]1[CH:27]=[C:28]([CH:30]=[C:31]([O:33][CH3:34])[CH:32]=1)[NH2:29].[C:35]([O:39][C:40](=[O:60])[NH:41][C:42]1[C:51]2[C:46](=[CH:47][CH:48]=[CH:49][CH:50]=2)[C:45]([O:52][C:53]2[CH:58]=[CH:57][N:56]=[C:55](Cl)[CH:54]=2)=[CH:44][CH:43]=1)([CH3:38])([CH3:37])[CH3:36].C1C=CC(P(C2C(C3C(P(C4C=CC=CC=4)C4C=CC=CC=4)=CC=C4C=3C=CC=C4)=C3C(C=CC=C3)=CC=2)C2C=CC=CC=2)=CC=1.C([O-])([O-])=O.[Cs+].[Cs+]. The catalyst is O1CCOCC1.C1C=CC(/C=C/C(/C=C/C2C=CC=CC=2)=O)=CC=1.C1C=CC(/C=C/C(/C=C/C2C=CC=CC=2)=O)=CC=1.C1C=CC(/C=C/C(/C=C/C2C=CC=CC=2)=O)=CC=1.[Pd].[Pd]. The product is [C:35]([O:39][C:40](=[O:60])[NH:41][C:42]1[C:51]2[C:46](=[CH:47][CH:48]=[CH:49][CH:50]=2)[C:45]([O:52][C:53]2[CH:58]=[CH:57][N:56]=[C:55]([NH:29][C:28]3[CH:30]=[C:31]([O:33][CH3:34])[CH:32]=[C:26]([O:25][CH2:24][CH2:23][O:22][CH2:21][CH2:20][O:19][CH2:18][CH2:17][O:16][CH2:15][CH2:14][O:13][CH2:12][CH2:11][O:10][CH2:9][CH2:8][O:7][CH2:6][CH2:5][O:4][CH3:3])[CH:27]=3)[CH:54]=2)=[CH:44][CH:43]=1)([CH3:38])([CH3:36])[CH3:37]. The yield is 0.500. (8) The reactants are [NH2:1][C:2]1[CH:35]=[CH:34][C:5]([CH2:6][CH:7]2[CH2:11][CH2:10][C@H:9]([C@H:12]([O:19][Si:20]([C:23]([CH3:26])([CH3:25])[CH3:24])([CH3:22])[CH3:21])[C:13]3[CH:18]=[CH:17][CH:16]=[CH:15][CH:14]=3)[N:8]2C(OC(C)(C)C)=O)=[CH:4][CH:3]=1.[H][H]. The catalyst is C(O)C.[Pd]. The product is [Si:20]([O:19][C@H:12]([C:13]1[CH:14]=[CH:15][CH:16]=[CH:17][CH:18]=1)[C@@H:9]1[NH:8][CH:7]([CH2:6][C:5]2[CH:4]=[CH:3][C:2]([NH2:1])=[CH:35][CH:34]=2)[CH2:11][CH2:10]1)([C:23]([CH3:25])([CH3:26])[CH3:24])([CH3:22])[CH3:21]. The yield is 0.660. (9) The reactants are [C:1]([O:5][C:6]([NH:8][C@H:9]([CH2:29][C:30]1[CH:35]=[C:34]([F:36])[C:33]([F:37])=[CH:32][C:31]=1[F:38])[CH2:10][C:11]([N:13]1[CH2:18][CH2:17][N:16]2[C:19]([C:25]([F:28])([F:27])[F:26])=[N:20][C:21]([C:22](O)=[O:23])=[C:15]2[CH2:14]1)=[O:12])=[O:7])([CH3:4])([CH3:3])[CH3:2].[NH:39]1[CH2:44][CH2:43][CH:42]([C:45]([NH2:47])=[O:46])[CH2:41][CH2:40]1.O=C1N([ClH]P([ClH]N2CCOC2=O)=O)CCO1.C(N(CC)CC)C. The catalyst is ClCCl.CN(C)C=O. The product is [C:1]([O:5][C:6](=[O:7])[NH:8][C@H:9]([CH2:29][C:30]1[CH:35]=[C:34]([F:36])[C:33]([F:37])=[CH:32][C:31]=1[F:38])[CH2:10][C:11]([N:13]1[CH2:18][CH2:17][N:16]2[C:19]([C:25]([F:28])([F:26])[F:27])=[N:20][C:21]([C:22]([N:39]3[CH2:44][CH2:43][CH:42]([C:45](=[O:46])[NH2:47])[CH2:41][CH2:40]3)=[O:23])=[C:15]2[CH2:14]1)=[O:12])([CH3:3])([CH3:4])[CH3:2]. The yield is 0.980.